Dataset: Full USPTO retrosynthesis dataset with 1.9M reactions from patents (1976-2016). Task: Predict the reactants needed to synthesize the given product. (1) Given the product [CH3:24][C:2]1([CH3:1])[C:6]([CH3:7])([CH3:8])[O:5][B:4]([C:9]2[CH:10]=[C:11]([C:31]3[CH:32]=[CH:33][C:34]4[C:29](=[C:28]5[C:37](=[CH:36][CH:35]=4)[CH:38]=[CH:39][CH:26]=[N:27]5)[N:30]=3)[CH:12]=[CH:13][CH:14]=2)[O:3]1, predict the reactants needed to synthesize it. The reactants are: [CH3:1][C:2]1([CH3:24])[C:6]([CH3:8])([CH3:7])[O:5][B:4]([C:9]2[CH:14]=[CH:13][CH:12]=[C:11](B3OC(C)(C)C(C)(C)O3)[CH:10]=2)[O:3]1.Cl[C:26]1[CH:39]=[CH:38][C:37]2[C:28](=[C:29]3[C:34](=[CH:35][CH:36]=2)[CH:33]=[CH:32][CH:31]=[N:30]3)[N:27]=1.C([O-])([O-])=O.[Na+].[Na+].CCO. (2) Given the product [ClH:27].[NH2:1][C:2]1[N:7]=[C:6]([C:8]2[CH:16]=[C:15]3[C:11]([C:12]([NH2:17])=[N:13][NH:14]3)=[CH:10][CH:9]=2)[CH:5]=[C:4]([N:21]2[CH2:22][CH2:23][O:24][CH2:25][CH2:26]2)[N:3]=1, predict the reactants needed to synthesize it. The reactants are: [NH2:1][C:2]1[N:7]=[C:6]([C:8]2[CH:16]=[C:15]3[C:11]([C:12]([NH:17]C(=O)C)=[N:13][NH:14]3)=[CH:10][CH:9]=2)[CH:5]=[C:4]([N:21]2[CH2:26][CH2:25][O:24][CH2:23][CH2:22]2)[N:3]=1.[ClH:27].